From a dataset of Reaction yield outcomes from USPTO patents with 853,638 reactions. Predict the reaction yield, written as a fraction of the theoretical maximum amount of product (1.0 means a 100% yield; for example, 0.34 means a 34% yield). (1) The reactants are [C:1]([NH2:9])(=[O:8])[C:2]1[CH:7]=[CH:6][N:5]=[CH:4][CH:3]=1.[Br:10][CH:11]([CH3:13])[CH3:12]. The catalyst is CN(C=O)C. The product is [Br-:10].[CH:11]([N+:5]1[CH:6]=[CH:7][C:2]([C:1]([NH2:9])=[O:8])=[CH:3][CH:4]=1)([CH3:13])[CH3:12]. The yield is 0.650. (2) The reactants are [F:1][C:2]1[C:3]([OH:12])=[CH:4][C:5]2[O:9][CH2:8][C:7](=O)[C:6]=2[CH:11]=1.O.NN.[OH-].[K+].Cl. The catalyst is C(O)C. The product is [F:1][C:2]1[C:3]([OH:12])=[CH:4][C:5]2[O:9][CH2:8][CH2:7][C:6]=2[CH:11]=1. The yield is 0.377. (3) The reactants are [F:1][C:2]1[CH:7]=[CH:6][C:5]([C:8]2[N:12]3[N:13]=[CH:14][C:15]([C:17]([F:20])([F:19])[F:18])=[N:16][C:11]3=[N:10][CH:9]=2)=[CH:4][C:3]=1[OH:21].Cl.Cl[CH2:24][C:25]1[NH:26][C:27]2[CH:33]=[CH:32][CH:31]=[CH:30][C:28]=2[N:29]=1. No catalyst specified. The product is [NH:26]1[C:27]2[CH:33]=[CH:32][CH:31]=[CH:30][C:28]=2[N:29]=[C:25]1[CH2:24][O:21][C:3]1[CH:4]=[C:5]([C:8]2[N:12]3[N:13]=[CH:14][C:15]([C:17]([F:18])([F:19])[F:20])=[N:16][C:11]3=[N:10][CH:9]=2)[CH:6]=[CH:7][C:2]=1[F:1]. The yield is 0.210. (4) The reactants are [I-].[C:9]1([I+][C:9]2[CH:14]=[CH:13][CH:12]=[CH:11][CH:10]=2)[CH:14]=[CH:13][CH:12]=[CH:11][CH:10]=1.[OH:15][C:16]1[CH:17]=[N:18][C:19]([CH3:22])=[CH:20][CH:21]=1.CC(C)([O-])C.[K+].O1CCCC1. The catalyst is O. The product is [CH3:22][C:19]1[CH:20]=[CH:21][C:16]([O:15][C:9]2[CH:10]=[CH:11][CH:12]=[CH:13][CH:14]=2)=[CH:17][N:18]=1. The yield is 0.560.